Dataset: Full USPTO retrosynthesis dataset with 1.9M reactions from patents (1976-2016). Task: Predict the reactants needed to synthesize the given product. Given the product [Cl:16][C:17]1[CH:22]=[C:21]([O:13][C@H:11]([C@H:2]2[CH2:3][O:4][C:5]3([CH2:10][CH2:9][CH2:8][CH2:7][CH2:6]3)[O:1]2)[CH3:12])[N:20]=[C:19]([S:24][CH2:25][C:26]2[CH:31]=[CH:30][CH:29]=[C:28]([F:32])[C:27]=2[F:33])[N:18]=1, predict the reactants needed to synthesize it. The reactants are: [O:1]1[C:5]2([CH2:10][CH2:9][CH2:8][CH2:7][CH2:6]2)[O:4][CH2:3][C@@H:2]1[C@@H:11]([OH:13])[CH3:12].[H-].[Na+].[Cl:16][C:17]1[CH:22]=[C:21](Cl)[N:20]=[C:19]([S:24][CH2:25][C:26]2[CH:31]=[CH:30][CH:29]=[C:28]([F:32])[C:27]=2[F:33])[N:18]=1.